This data is from Forward reaction prediction with 1.9M reactions from USPTO patents (1976-2016). The task is: Predict the product of the given reaction. (1) The product is: [CH3:1][O:2][C:3](=[O:22])[C:4]([CH3:23])([N:6]1[CH2:7][CH2:8][N:9]([C:12]2[CH:17]=[CH:16][C:15]([C:18]([F:20])([F:21])[F:19])=[CH:14][N:13]=2)[CH2:10][CH2:11]1)[CH3:5]. Given the reactants [CH3:1][O:2][C:3](=[O:22])[CH:4]([N:6]1[CH2:11][CH2:10][N:9]([C:12]2[CH:17]=[CH:16][C:15]([C:18]([F:21])([F:20])[F:19])=[CH:14][N:13]=2)[CH2:8][CH2:7]1)[CH3:5].[CH:23](NC(C)C)(C)C.[Li].CI, predict the reaction product. (2) The product is: [Cl:1][C:2]1[CH:3]=[CH:4][C:5]([O:23][CH3:24])=[C:6]([CH:22]=1)[C:7]([NH:9][CH2:10][CH2:11][CH:12]1[CH2:17][CH2:16][N:15]([S:18]([NH:21][C:35]([NH:34][CH2:31][CH2:32][CH3:33])=[S:36])(=[O:20])=[O:19])[CH2:14][CH2:13]1)=[O:8]. Given the reactants [Cl:1][C:2]1[CH:3]=[CH:4][C:5]([O:23][CH3:24])=[C:6]([CH:22]=1)[C:7]([NH:9][CH2:10][CH2:11][CH:12]1[CH2:17][CH2:16][N:15]([S:18]([NH2:21])(=[O:20])=[O:19])[CH2:14][CH2:13]1)=[O:8].C(=O)([O-])[O-].[Cs+].[Cs+].[CH2:31]([N:34]=[C:35]=[S:36])[CH2:32][CH3:33], predict the reaction product. (3) Given the reactants [O:1]1[C:5]2[CH:6]=[CH:7][CH:8]=[CH:9][C:4]=2[N:3]=[C:2]1[CH:10]([OH:28])[C@@H:11]([NH:15][C:16](=[O:27])[C@@H:17]([F:26])[CH2:18][CH2:19][C:20]1[CH:25]=[CH:24][CH:23]=[CH:22][CH:21]=1)[CH2:12][CH2:13][CH3:14].CC(OI1(OC(C)=O)(OC(C)=O)OC(=O)C2C1=CC=CC=2)=O.[O-]S([O-])(=S)=O.[Na+].[Na+], predict the reaction product. The product is: [O:1]1[C:5]2[CH:6]=[CH:7][CH:8]=[CH:9][C:4]=2[N:3]=[C:2]1[C:10]([C@@H:11]([NH:15][C:16](=[O:27])[C@@H:17]([F:26])[CH2:18][CH2:19][C:20]1[CH:21]=[CH:22][CH:23]=[CH:24][CH:25]=1)[CH2:12][CH2:13][CH3:14])=[O:28]. (4) The product is: [F:32][CH:33]([F:42])[C:34]1[O:35][N:26]=[C:17]([N:14]2[CH2:15][CH2:16][N:11]([C:8]3[N:9]=[CH:10][C:5]([OH:4])=[CH:6][N:7]=3)[C@H:12]([CH3:19])[CH2:13]2)[N:18]=1. Given the reactants Cl.NO.[OH:4][C:5]1[CH:6]=[N:7][C:8]([N:11]2[CH2:16][CH2:15][N:14]([C:17]#[N:18])[CH2:13][C@H:12]2[CH3:19])=[N:9][CH:10]=1.C(=O)([O-])[O-].[Na+].[Na+].[N:26]1C=CC=CC=1.[F:32][CH:33]([F:42])[C:34](O[C:34](=[O:35])[CH:33]([F:42])[F:32])=[O:35], predict the reaction product.